The task is: Predict which catalyst facilitates the given reaction.. This data is from Catalyst prediction with 721,799 reactions and 888 catalyst types from USPTO. The catalyst class is: 435. Reactant: [F:1][C:2]([F:15])([F:14])[C:3]1[NH:13][C:6]2=[N:7][CH:8]=[C:9]([CH2:11][NH2:12])[CH:10]=[C:5]2[CH:4]=1.Cl[C:17]1[CH:22]=[C:21]([CH:23]([F:25])[F:24])[N:20]=[CH:19][N:18]=1.CCN(C(C)C)C(C)C. Product: [F:24][CH:23]([F:25])[C:21]1[N:20]=[CH:19][N:18]=[C:17]([NH:12][CH2:11][C:9]2[CH:10]=[C:5]3[CH:4]=[C:3]([C:2]([F:1])([F:14])[F:15])[NH:13][C:6]3=[N:7][CH:8]=2)[CH:22]=1.